This data is from Reaction yield outcomes from USPTO patents with 853,638 reactions. The task is: Predict the reaction yield, written as a fraction of the theoretical maximum amount of product (1.0 means a 100% yield; for example, 0.34 means a 34% yield). (1) The yield is 0.820. The reactants are [C:1]([C:3]1[CH:8]=[C:7]([O:9][CH2:10][C:11]2[CH:16]=[CH:15][CH:14]=[CH:13][CH:12]=2)[C:6]([NH:17][C:18](=O)[CH3:19])=[C:5]([N+:21]([O-])=O)[CH:4]=1)#[N:2]. The product is [CH3:19][C:18]1[NH:21][C:5]2[CH:4]=[C:3]([C:1]#[N:2])[CH:8]=[C:7]([O:9][CH2:10][C:11]3[CH:16]=[CH:15][CH:14]=[CH:13][CH:12]=3)[C:6]=2[N:17]=1. The catalyst is C(O)(=O)C.[Fe]. (2) The reactants are [C:1]([O:5][C:6](=[O:29])[N:7]([C:14]1[N:19]=[CH:18][C:17]([CH2:20][O:21][Si](C(C)(C)C)(C)C)=[CH:16][N:15]=1)[C:8]1[CH:13]=[CH:12][CH:11]=[CH:10][CH:9]=1)([CH3:4])([CH3:3])[CH3:2].[F-].C([N+](CCCC)(CCCC)CCCC)CCC.C1COCC1. The catalyst is C1COCC1.C(OCC)(=O)C. The product is [C:1]([O:5][C:6](=[O:29])[N:7]([C:14]1[N:19]=[CH:18][C:17]([CH2:20][OH:21])=[CH:16][N:15]=1)[C:8]1[CH:13]=[CH:12][CH:11]=[CH:10][CH:9]=1)([CH3:4])([CH3:2])[CH3:3]. The yield is 0.830.